This data is from Full USPTO retrosynthesis dataset with 1.9M reactions from patents (1976-2016). The task is: Predict the reactants needed to synthesize the given product. (1) The reactants are: Br[C:2]1[CH:3]=[N:4][C:5]([C:8]2[CH:13]=[CH:12][C:11]([CH2:14][C@H:15]([NH:29][C:30]([C:32]3[S:33][C:34]([C:37]([CH3:40])([CH3:39])[CH3:38])=[CH:35][CH:36]=3)=[O:31])[C:16]([N:18]3[CH2:21][CH:20]([C:22]([O:24][C:25]([CH3:28])([CH3:27])[CH3:26])=[O:23])[CH2:19]3)=[O:17])=[CH:10][CH:9]=2)=[N:6][CH:7]=1.[F:41][C:42]1[CH:47]=[C:46]([OH:48])[CH:45]=[CH:44][C:43]=1B(O)O.O.O.O.O.O.O.O.O.O.O.C(=O)([O-])[O-].[Na+].[Na+]. Given the product [C:37]([C:34]1[S:33][C:32]([C:30]([NH:29][C@@H:15]([CH2:14][C:11]2[CH:12]=[CH:13][C:8]([C:5]3[N:4]=[CH:3][C:2]([C:43]4[CH:44]=[CH:45][C:46]([OH:48])=[CH:47][C:42]=4[F:41])=[CH:7][N:6]=3)=[CH:9][CH:10]=2)[C:16]([N:18]2[CH2:21][CH:20]([C:22]([O:24][C:25]([CH3:28])([CH3:27])[CH3:26])=[O:23])[CH2:19]2)=[O:17])=[O:31])=[CH:36][CH:35]=1)([CH3:40])([CH3:39])[CH3:38], predict the reactants needed to synthesize it. (2) Given the product [CH3:1][O:2][C:3]([C:5]1[S:9][CH:8]=[N:7][C:6]=1[NH2:14])=[O:4], predict the reactants needed to synthesize it. The reactants are: [CH3:1][O:2][C:3]([C:5]1[S:9][C:8](S(C)(=O)=O)=[N:7][C:6]=1[NH2:14])=[O:4].CO.C1COCC1.[BH4-].[Na+]. (3) Given the product [Cl:1][C:2]1[CH:7]=[CH:6][C:5]([CH2:8][CH2:9][N:10]([CH2:11][C:12]2[C:13]([C:24]3[CH:28]=[CH:27][S:26][CH:25]=3)=[N:14][C:15]3[C:20]([CH:21]=2)=[CH:19][CH:18]=[C:17]([O:22][CH3:23])[CH:16]=3)[CH3:31])=[CH:4][CH:3]=1, predict the reactants needed to synthesize it. The reactants are: [Cl:1][C:2]1[CH:7]=[CH:6][C:5]([CH2:8][CH2:9][NH:10][CH2:11][C:12]2[C:13]([C:24]3[CH:28]=[CH:27][S:26][CH:25]=3)=[N:14][C:15]3[C:20]([CH:21]=2)=[CH:19][CH:18]=[C:17]([O:22][CH3:23])[CH:16]=3)=[CH:4][CH:3]=1.C=O.[C:31](O[BH-](OC(=O)C)OC(=O)C)(=O)C.[Na+].[OH-].[Na+]. (4) Given the product [CH2:1]([O:8][C:9]([N:11]1[CH2:22][CH2:21][N:20]([C:23]([O:25][CH2:26][C:27]2[CH:32]=[CH:31][CH:30]=[CH:29][CH:28]=2)=[O:24])[CH2:19][CH2:18][N:17]([C:33]([O:35][CH2:36][C:37]2[CH:42]=[CH:41][CH:40]=[CH:39][CH:38]=2)=[O:34])[CH2:16][CH2:15][N:14]([CH2:43][C:44]([NH:46][CH2:47][C:48]([OH:50])=[O:49])=[O:45])[CH2:13][CH2:12]1)=[O:10])[C:2]1[CH:3]=[CH:4][CH:5]=[CH:6][CH:7]=1, predict the reactants needed to synthesize it. The reactants are: [CH2:1]([O:8][C:9]([N:11]1[CH2:22][CH2:21][N:20]([C:23]([O:25][CH2:26][C:27]2[CH:32]=[CH:31][CH:30]=[CH:29][CH:28]=2)=[O:24])[CH2:19][CH2:18][N:17]([C:33]([O:35][CH2:36][C:37]2[CH:42]=[CH:41][CH:40]=[CH:39][CH:38]=2)=[O:34])[CH2:16][CH2:15][N:14]([CH2:43][C:44]([NH:46][CH2:47][C:48]([O:50]CC)=[O:49])=[O:45])[CH2:13][CH2:12]1)=[O:10])[C:2]1[CH:7]=[CH:6][CH:5]=[CH:4][CH:3]=1.[OH-].[Na+]. (5) Given the product [C:19]([O:18][C:16]([NH:15][CH2:14][CH2:13][CH:10]1[CH2:11][CH2:12][NH:8][CH2:9]1)=[O:17])([CH3:22])([CH3:20])[CH3:21], predict the reactants needed to synthesize it. The reactants are: C([N:8]1[CH2:12][CH2:11][CH:10]([CH2:13][CH2:14][NH:15][C:16]([O:18][C:19]([CH3:22])([CH3:21])[CH3:20])=[O:17])[CH2:9]1)C1C=CC=CC=1. (6) Given the product [Cl:23][C:20]1[CH:21]=[CH:22][C:16]2[O:15][C:14]([NH:13][C:6](=[O:7])[C:5]3[CH:9]=[CH:10][CH:11]=[CH:12][C:4]=3[N+:1]([O-:3])=[O:2])=[N:18][C:17]=2[CH:19]=1, predict the reactants needed to synthesize it. The reactants are: [N+:1]([C:4]1[CH:12]=[CH:11][CH:10]=[CH:9][C:5]=1[C:6](Cl)=[O:7])([O-:3])=[O:2].[NH2:13][C:14]1[O:15][C:16]2[CH:22]=[CH:21][C:20]([Cl:23])=[CH:19][C:17]=2[N:18]=1. (7) Given the product [F:23][C:20]1[CH:21]=[C:22]2[C:17]([CH2:16][CH2:15][N:14]2[CH:11]2[CH2:12][CH2:13][N:8]([C:5]3[N:6]=[N:7][C:2]([C:28]4[CH:27]=[N:26][N:25]([CH3:24])[CH:29]=4)=[CH:3][CH:4]=3)[CH2:9][CH2:10]2)=[CH:18][CH:19]=1, predict the reactants needed to synthesize it. The reactants are: Cl[C:2]1[N:7]=[N:6][C:5]([N:8]2[CH2:13][CH2:12][CH:11]([N:14]3[C:22]4[C:17](=[CH:18][CH:19]=[C:20]([F:23])[CH:21]=4)[CH2:16][CH2:15]3)[CH2:10][CH2:9]2)=[CH:4][CH:3]=1.[CH3:24][N:25]1[CH:29]=[C:28](B2OC(C)(C)C(C)(C)O2)[CH:27]=[N:26]1.C([O-])([O-])=O.[K+].[K+]. (8) Given the product [CH:1]1([C@@H:7]2[NH:12][C:11](=[O:13])[C@H:10]([CH2:14][CH:15]([CH3:17])[CH3:16])[N:9]([C:29]([C@@H:27]3[CH2:28][C@H:26]3[C:21]3[CH:22]=[CH:23][C:24]([F:25])=[C:19]([F:18])[CH:20]=3)=[O:30])[CH2:8]2)[CH2:2][CH2:3][CH2:4][CH2:5][CH2:6]1, predict the reactants needed to synthesize it. The reactants are: [CH:1]1([C@@H:7]2[NH:12][C:11](=[O:13])[C@H:10]([CH2:14][CH:15]([CH3:17])[CH3:16])[NH:9][CH2:8]2)[CH2:6][CH2:5][CH2:4][CH2:3][CH2:2]1.[F:18][C:19]1[CH:20]=[C:21]([C@@H:26]2[CH2:28][C@H:27]2[C:29](O)=[O:30])[CH:22]=[CH:23][C:24]=1[F:25].C([C@@H]1N(C(=O)/C=C/C2C=CC=CC=2)C[C@H](CC(C)C)NC1=O)C(C)C. (9) Given the product [Cl:18][C:13]1[CH:14]=[CH:15][CH:16]=[CH:17][C:12]=1[C:7]1[NH:8][C:9]2[C:4]([C:5](=[O:19])[CH:6]=1)=[CH:3][C:2]([NH:25][C:23]([CH:20]1[CH2:22][CH2:21]1)=[O:24])=[N:11][CH:10]=2, predict the reactants needed to synthesize it. The reactants are: Cl[C:2]1[CH:3]=[C:4]2[C:9](=[CH:10][N:11]=1)[NH:8][C:7]([C:12]1[CH:17]=[CH:16][CH:15]=[CH:14][C:13]=1[Cl:18])=[CH:6][C:5]2=[O:19].[CH:20]1([C:23]([NH2:25])=[O:24])[CH2:22][CH2:21]1.CC(C1C=C(C(C)C)C(C2C(P(C3CCCCC3)C3CCCCC3)=C(OC)C=CC=2OC)=C(C(C)C)C=1)C.C(=O)([O-])[O-].[Cs+].[Cs+].